Dataset: Forward reaction prediction with 1.9M reactions from USPTO patents (1976-2016). Task: Predict the product of the given reaction. (1) The product is: [O:20]1[CH2:19][CH2:18][CH2:17][CH:16]1[CH2:15][S:8][C:5]1[CH:6]=[CH:7][C:2]([Br:1])=[CH:3][CH:4]=1. Given the reactants [Br:1][C:2]1[CH:7]=[CH:6][C:5]([SH:8])=[CH:4][CH:3]=1.C(=O)([O-])[O-].[K+].[K+].[CH2:15](Br)[CH:16]1[O:20][CH2:19][CH2:18][CH2:17]1, predict the reaction product. (2) Given the reactants [OH:1][C:2]1[S:3][C:4]2[CH:10]=[CH:9][CH:8]=[CH:7][C:5]=2[N:6]=1.Br[CH2:12][CH2:13][CH2:14][CH2:15][Cl:16], predict the reaction product. The product is: [Cl:16][CH2:15][CH2:14][CH2:13][CH2:12][O:1][C:2]1[S:3][C:4]2[CH:10]=[CH:9][CH:8]=[CH:7][C:5]=2[N:6]=1.